This data is from Forward reaction prediction with 1.9M reactions from USPTO patents (1976-2016). The task is: Predict the product of the given reaction. (1) Given the reactants CS(Cl)(=O)=O.[Cl:6][C:7]1[CH:11]=[C:10]([C:12]([OH:14])=O)[N:9]([C:15]2[C:20]([Cl:21])=[CH:19][CH:18]=[CH:17][N:16]=2)[N:8]=1.C(N(CC)CC)C.[NH2:29][C:30]1[C:38]([Cl:39])=[CH:37][C:36]([I:40])=[CH:35][C:31]=1[C:32](O)=[O:33], predict the reaction product. The product is: [Cl:39][C:38]1[C:30]2[N:29]=[C:12]([C:10]3[N:9]([C:15]4[C:20]([Cl:21])=[CH:19][CH:18]=[CH:17][N:16]=4)[N:8]=[C:7]([Cl:6])[CH:11]=3)[O:14][C:32](=[O:33])[C:31]=2[CH:35]=[C:36]([I:40])[CH:37]=1. (2) Given the reactants [OH:1][CH:2]([C:5]1[C:6]([N:25]([CH3:30])[S:26]([CH3:29])(=[O:28])=[O:27])=[CH:7][C:8]2[O:12][C:11]([C:13]3[CH:18]=[CH:17][C:16]([F:19])=[CH:15][CH:14]=3)=[C:10]([C:20]([NH:22][CH3:23])=[O:21])[C:9]=2[CH:24]=1)[CH2:3][OH:4].[CH3:31][S:32](Cl)(=[O:34])=[O:33], predict the reaction product. The product is: [CH3:31][S:32]([O:4][CH2:3][CH:2]([C:5]1[C:6]([N:25]([CH3:30])[S:26]([CH3:29])(=[O:27])=[O:28])=[CH:7][C:8]2[O:12][C:11]([C:13]3[CH:18]=[CH:17][C:16]([F:19])=[CH:15][CH:14]=3)=[C:10]([C:20](=[O:21])[NH:22][CH3:23])[C:9]=2[CH:24]=1)[OH:1])(=[O:34])=[O:33]. (3) Given the reactants [CH3:1][O:2][C:3]([C@@H:5]1[CH2:9][C@@H:8]([OH:10])[CH2:7][N:6]1[C:11]([O:13][C:14]([CH3:17])([CH3:16])[CH3:15])=[O:12])=[O:4].C1(P(C2C=CC=CC=2)C2C=CC=CC=2)C=CC=CC=1.[F:37][C:38]1[CH:43]=[CH:42][CH:41]=[CH:40][C:39]=1O.CC(OC(/N=N/C(OC(C)C)=O)=O)C, predict the reaction product. The product is: [CH3:1][O:2][C:3]([CH:5]1[CH2:9][CH:8]([O:10][C:39]2[CH:40]=[CH:41][CH:42]=[CH:43][C:38]=2[F:37])[CH2:7][N:6]1[C:11]([O:13][C:14]([CH3:17])([CH3:16])[CH3:15])=[O:12])=[O:4]. (4) Given the reactants [N:1]1[CH:6]=[CH:5][CH:4]=[CH:3][C:2]=1[CH2:7][C:8]([OH:10])=O.[CH2:11]([C@@H:18]1[NH:23][CH2:22][CH2:21][N:20]([C:24]2[CH:29]=[CH:28][C:27]([O:30][CH3:31])=[C:26]([O:32][CH:33]3[CH2:36][CH2:35][CH2:34]3)[CH:25]=2)[CH2:19]1)[C:12]1[CH:17]=[CH:16][CH:15]=[CH:14][CH:13]=1, predict the reaction product. The product is: [CH2:11]([C@H:18]1[CH2:19][N:20]([C:24]2[CH:29]=[CH:28][C:27]([O:30][CH3:31])=[C:26]([O:32][CH:33]3[CH2:36][CH2:35][CH2:34]3)[CH:25]=2)[CH2:21][CH2:22][N:23]1[C:8](=[O:10])[CH2:7][C:2]1[CH:3]=[CH:4][CH:5]=[CH:6][N:1]=1)[C:12]1[CH:13]=[CH:14][CH:15]=[CH:16][CH:17]=1.